This data is from Reaction yield outcomes from USPTO patents with 853,638 reactions. The task is: Predict the reaction yield, written as a fraction of the theoretical maximum amount of product (1.0 means a 100% yield; for example, 0.34 means a 34% yield). (1) The reactants are [CH3:1][C:2]1[N:3]=[C:4]([C:7]([O:9][CH2:10][CH3:11])=[O:8])[S:5][CH:6]=1.C1C(=O)N([Br:19])C(=O)C1. The catalyst is CC#N.CCOC(C)=O. The product is [Br:19][C:6]1[S:5][C:4]([C:7]([O:9][CH2:10][CH3:11])=[O:8])=[N:3][C:2]=1[CH3:1]. The yield is 0.505. (2) The reactants are [Cl:1][C:2]1[CH:21]=[C:20]([C:22]([F:25])([F:24])[F:23])[CH:19]=[CH:18][C:3]=1[CH2:4][N:5]1[C:9]([CH2:10][CH2:11][C:12](O)=[O:13])=[CH:8][C:7]([CH:15]([CH3:17])[CH3:16])=[N:6]1.[CH2:26]([S:31]([NH2:34])(=[O:33])=[O:32])[CH2:27][CH2:28][CH2:29][CH3:30].N12CCCN=C1CCCCC2. The catalyst is O1CCCC1. The product is [Cl:1][C:2]1[CH:21]=[C:20]([C:22]([F:23])([F:25])[F:24])[CH:19]=[CH:18][C:3]=1[CH2:4][N:5]1[C:9]([CH2:10][CH2:11][C:12]([NH:34][S:31]([CH2:26][CH2:27][CH2:28][CH2:29][CH3:30])(=[O:33])=[O:32])=[O:13])=[CH:8][C:7]([CH:15]([CH3:17])[CH3:16])=[N:6]1. The yield is 0.380. (3) The reactants are [CH3:1][O:2][C:3]1[CH:8]=[CH:7][C:6]([O:9][CH3:10])=[CH:5][C:4]=1[C:11]1[C:12](=[O:23])[O:13][C:14]2[C:19]([C:20]=1[CH3:21])=[CH:18][CH:17]=[C:16]([OH:22])[CH:15]=2.[I-].C[N+]1C=CN([C:31]([N:33]2[CH2:38][CH2:37][O:36][CH2:35][CH2:34]2)=[O:32])C=1. No catalyst specified. The product is [CH3:1][O:2][C:3]1[CH:8]=[CH:7][C:6]([O:9][CH3:10])=[CH:5][C:4]=1[C:11]1[C:12](=[O:23])[O:13][C:14]2[C:19]([C:20]=1[CH3:21])=[CH:18][CH:17]=[C:16]([O:22][C:31]([N:33]1[CH2:38][CH2:37][O:36][CH2:35][CH2:34]1)=[O:32])[CH:15]=2. The yield is 0.560. (4) The reactants are [C:1]1([CH3:17])[CH:6]=[CH:5][CH:4]=[C:3]([N:7]2[C:11]([NH2:12])=[CH:10][C:9]([C:13]([F:16])([F:15])[F:14])=[N:8]2)[CH:2]=1.Cl[C:19]([O:21][C:22]1[CH:27]=[CH:26][CH:25]=[CH:24][CH:23]=1)=[O:20]. No catalyst specified. The product is [C:1]1([CH3:17])[CH:6]=[CH:5][CH:4]=[C:3]([N:7]2[C:11]([NH:12][C:19](=[O:20])[O:21][C:22]3[CH:27]=[CH:26][CH:25]=[CH:24][CH:23]=3)=[CH:10][C:9]([C:13]([F:15])([F:14])[F:16])=[N:8]2)[CH:2]=1. The yield is 0.580. (5) The catalyst is O.C1(C)C=CC=CC=1. The product is [F:23][C:24]([F:35])([F:36])[C:25]1[CH:26]=[C:27]([C:28]2[O:14][N:13]=[C:9]3[C:10]4[C:5]([CH2:6][CH2:7][C:8]=23)=[CH:4][C:3]([CH:1]=[CH2:2])=[CH:12][CH:11]=4)[CH:32]=[CH:33][CH:34]=1. The reactants are [CH:1]([C:3]1[CH:4]=[C:5]2[C:10](=[CH:11][CH:12]=1)/[C:9](=[N:13]/[OH:14])/[CH2:8][CH2:7][CH2:6]2)=[CH2:2].C([N-]C(C)C)(C)C.[Li+].[F:23][C:24]([F:36])([F:35])[C:25]1[CH:26]=[C:27]([CH:32]=[CH:33][CH:34]=1)[C:28](OC)=O.S(=O)(=O)(O)O. The yield is 0.820. (6) The reactants are [CH2:1]([O:3][C:4](=[O:24])[CH2:5][O:6][C:7]1[CH:16]=[CH:15][CH:14]=[C:13]2[C:8]=1[CH2:9][CH2:10][N:11](C(OC(C)(C)C)=O)[CH2:12]2)[CH3:2]. The catalyst is C(OCC)(=O)C. The product is [CH2:12]1[C:13]2[C:8](=[C:7]([O:6][CH2:5][C:4]([O:3][CH2:1][CH3:2])=[O:24])[CH:16]=[CH:15][CH:14]=2)[CH2:9][CH2:10][NH:11]1. The yield is 0.980.